This data is from Reaction yield outcomes from USPTO patents with 853,638 reactions. The task is: Predict the reaction yield, written as a fraction of the theoretical maximum amount of product (1.0 means a 100% yield; for example, 0.34 means a 34% yield). (1) The reactants are [C:1]1([CH:7]2[CH2:13][CH2:12][CH2:11][CH2:10][NH:9][CH2:8]2)[CH:6]=[CH:5][CH:4]=[CH:3][CH:2]=1.[CH:14]([C:16]1[CH:30]=[CH:29][C:19]([O:20][C:21]2[CH:28]=[CH:27][C:24]([C:25]#[N:26])=[CH:23][N:22]=2)=[C:18]([CH3:31])[CH:17]=1)=O.C(O[BH-](OC(=O)C)OC(=O)C)(=O)C.[Na+].C(O)(=O)C. The catalyst is ClCCCl.C(OCC)(=O)C.CO. The product is [CH3:31][C:18]1[CH:17]=[C:16]([CH2:14][N:9]2[CH2:10][CH2:11][CH2:12][CH2:13][CH:7]([C:1]3[CH:6]=[CH:5][CH:4]=[CH:3][CH:2]=3)[CH2:8]2)[CH:30]=[CH:29][C:19]=1[O:20][C:21]1[CH:28]=[CH:27][C:24]([C:25]#[N:26])=[CH:23][N:22]=1. The yield is 0.650. (2) The reactants are [C:1]([C:5]1[CH:28]=[CH:27][C:8]2[N:9]([CH2:19][O:20][CH2:21][CH2:22][Si:23]([CH3:26])([CH3:25])[CH3:24])[C:10]([CH2:12][CH:13]3[CH2:16][CH:15]([CH:17]=O)[CH2:14]3)=[N:11][C:7]=2[CH:6]=1)([CH3:4])([CH3:3])[CH3:2].[CH3:29][C:30]1([CH3:53])[O:34][C@@H:33]2[C@@H:35]([CH2:48][NH:49][CH:50]([CH3:52])[CH3:51])[CH2:36][C@@H:37]([N:38]3[C:42]4[N:43]=[CH:44][N:45]=[C:46]([NH2:47])[C:41]=4[CH:40]=[CH:39]3)[C@@H:32]2[O:31]1.S([O-])([O-])(=O)=O.[Mg+2].C(O[BH-](OC(=O)C)OC(=O)C)(=O)C.[Na+]. The catalyst is ClCCCl. The product is [C:1]([C:5]1[CH:28]=[CH:27][C:8]2[N:9]([CH2:19][O:20][CH2:21][CH2:22][Si:23]([CH3:24])([CH3:26])[CH3:25])[C:10]([CH2:12][CH:13]3[CH2:16][CH:15]([CH2:17][N:49]([CH2:48][C@@H:35]4[C@H:33]5[O:34][C:30]([CH3:53])([CH3:29])[O:31][C@H:32]5[C@H:37]([N:38]5[C:42]6[N:43]=[CH:44][N:45]=[C:46]([NH2:47])[C:41]=6[CH:40]=[CH:39]5)[CH2:36]4)[CH:50]([CH3:52])[CH3:51])[CH2:14]3)=[N:11][C:7]=2[CH:6]=1)([CH3:3])([CH3:2])[CH3:4]. The yield is 0.110. (3) The reactants are CC1(C)OB([C:7]2[CH:12]=[CH:11][N:10]=[C:9]([C:13]#[N:14])[CH:8]=2)OC1(C)C.Br[C:19]1[CH:24]=[CH:23][C:22]([C:25]([F:28])([F:27])[F:26])=[CH:21][N:20]=1.C(=O)([O-])[O-].[K+].[K+]. The catalyst is O1CCOCC1.O.C1C=CC(P(C2C=CC=CC=2)[C-]2C=CC=C2)=CC=1.C1C=CC(P(C2C=CC=CC=2)[C-]2C=CC=C2)=CC=1.Cl[Pd]Cl.[Fe+2]. The product is [F:26][C:25]([F:28])([F:27])[C:22]1[CH:23]=[CH:24][C:19]([C:7]2[CH:12]=[CH:11][N:10]=[C:9]([C:13]#[N:14])[CH:8]=2)=[N:20][CH:21]=1. The yield is 0.690. (4) The reactants are [CH3:1][O:2][C:3](=[O:15])[C:4]1[CH:9]=[C:8]([I:10])[CH:7]=[C:6]([N+:11]([O-])=O)[C:5]=1[F:14].Cl[Sn]Cl. The catalyst is CCOC(C)=O. The product is [CH3:1][O:2][C:3](=[O:15])[C:4]1[CH:9]=[C:8]([I:10])[CH:7]=[C:6]([NH2:11])[C:5]=1[F:14]. The yield is 0.620. (5) The reactants are FC(F)(F)S(O[C:7]1[CH2:12][CH2:11][CH:10]([O:13][CH2:14][CH:15]2[CH2:20][CH2:19][N:18]([C:21]([O:23][C:24]([CH3:27])([CH3:26])[CH3:25])=[O:22])[CH2:17][CH2:16]2)[CH2:9][CH:8]=1)(=O)=O.[CH3:30][S:31]([C:34]1[CH:39]=[CH:38][C:37](B(O)O)=[CH:36][CH:35]=1)(=[O:33])=[O:32].C(=O)([O-])[O-].[Na+].[Na+]. The catalyst is CN(C=O)C.C1(P(C2C=CC=CC=2)C2C=CC=CC=2)C=CC=CC=1.C1(P(C2C=CC=CC=2)C2C=CC=CC=2)C=CC=CC=1.C1(P(C2C=CC=CC=2)C2C=CC=CC=2)C=CC=CC=1.C1(P(C2C=CC=CC=2)C2C=CC=CC=2)C=CC=CC=1.[Pd]. The product is [CH3:30][S:31]([C:34]1[CH:39]=[CH:38][C:37]([C:7]2[CH2:12][CH2:11][CH:10]([O:13][CH2:14][CH:15]3[CH2:20][CH2:19][N:18]([C:21]([O:23][C:24]([CH3:26])([CH3:25])[CH3:27])=[O:22])[CH2:17][CH2:16]3)[CH2:9][CH:8]=2)=[CH:36][CH:35]=1)(=[O:33])=[O:32]. The yield is 0.444. (6) The reactants are [CH2:1]([O:3][C:4]([C:6]1[CH:7]=[N:8][N:9]([C:11]2[N:15](COCCOC)[C:14]3[CH:22]=[C:23]([Cl:28])[C:24]([Cl:27])=[C:25]([Br:26])[C:13]=3[N:12]=2)[CH:10]=1)=[O:5])[CH3:2].CCO.Cl. The catalyst is O1CCOCC1. The product is [CH2:1]([O:3][C:4]([C:6]1[CH:7]=[N:8][N:9]([C:11]2[NH:15][C:14]3[CH:22]=[C:23]([Cl:28])[C:24]([Cl:27])=[C:25]([Br:26])[C:13]=3[N:12]=2)[CH:10]=1)=[O:5])[CH3:2]. The yield is 0.810. (7) The catalyst is COCCOC.C(OCC)(=O)C.C1C=CC([P]([Pd]([P](C2C=CC=CC=2)(C2C=CC=CC=2)C2C=CC=CC=2)([P](C2C=CC=CC=2)(C2C=CC=CC=2)C2C=CC=CC=2)[P](C2C=CC=CC=2)(C2C=CC=CC=2)C2C=CC=CC=2)(C2C=CC=CC=2)C2C=CC=CC=2)=CC=1. The reactants are Cl[C:2]1[N:7]=[C:6]([NH:8][C:9]([C:11]2([C:14]3[CH:15]=[CH:16][C:17]4[O:21][CH2:20][CH2:19][C:18]=4[CH:22]=3)[CH2:13][CH2:12]2)=[O:10])[CH:5]=[C:4]([CH3:23])[C:3]=1[CH3:24].[CH3:25][O:26][C:27]1[N:32]=[CH:31][C:30](B(O)O)=[CH:29][CH:28]=1.C([O-])([O-])=O.[Na+].[Na+]. The yield is 0.866. The product is [O:21]1[C:17]2[CH:16]=[CH:15][C:14]([C:11]3([C:9]([NH:8][C:6]4[N:7]=[C:2]([C:30]5[CH:31]=[N:32][C:27]([O:26][CH3:25])=[CH:28][CH:29]=5)[C:3]([CH3:24])=[C:4]([CH3:23])[CH:5]=4)=[O:10])[CH2:13][CH2:12]3)=[CH:22][C:18]=2[CH2:19][CH2:20]1. (8) The reactants are Br[C:2]1[CH:11]=[N:10][C:9]2[C:8]([N:12]3[CH2:17][CH2:16][O:15][CH2:14][CH2:13]3)=[N:7][C:6]([Cl:18])=[N:5][C:4]=2[CH:3]=1.[C:19]([NH:22][C:23]1[CH:24]=[C:25](B(O)O)[CH:26]=[CH:27][CH:28]=1)(=[O:21])[CH3:20].C(=O)([O-])[O-].[Na+].[Na+].C1(C)C=CC=CC=1. The catalyst is Cl[Pd](Cl)([P](C1C=CC=CC=1)(C1C=CC=CC=1)C1C=CC=CC=1)[P](C1C=CC=CC=1)(C1C=CC=CC=1)C1C=CC=CC=1.O.C(O)C. The product is [Cl:18][C:6]1[N:7]=[C:8]([N:12]2[CH2:17][CH2:16][O:15][CH2:14][CH2:13]2)[C:9]2[N:10]=[CH:11][C:2]([C:27]3[CH:28]=[C:23]([NH:22][C:19](=[O:21])[CH3:20])[CH:24]=[CH:25][CH:26]=3)=[CH:3][C:4]=2[N:5]=1. The yield is 0.760. (9) The reactants are [CH3:1][S:2]([C:5]1[CH:39]=[CH:38][C:8]([O:9][C:10]2[CH:11]=[C:12]3[C:16](=[C:17]([O:19][CH2:20][CH:21]4[CH2:26][CH2:25][O:24][CH2:23][CH2:22]4)[CH:18]=2)[NH:15][C:14]([C:27]2[S:28][CH:29]([CH2:32][C:33](OCC)=[O:34])[CH2:30][N:31]=2)=[CH:13]3)=[CH:7][CH:6]=1)(=[O:4])=[O:3].[BH4-].[Li+].O. The catalyst is O1CCCC1. The product is [CH3:1][S:2]([C:5]1[CH:39]=[CH:38][C:8]([O:9][C:10]2[CH:11]=[C:12]3[C:16](=[C:17]([O:19][CH2:20][CH:21]4[CH2:26][CH2:25][O:24][CH2:23][CH2:22]4)[CH:18]=2)[NH:15][C:14]([C:27]2[S:28][CH:29]([CH2:32][CH2:33][OH:34])[CH2:30][N:31]=2)=[CH:13]3)=[CH:7][CH:6]=1)(=[O:4])=[O:3]. The yield is 0.550.